Dataset: Full USPTO retrosynthesis dataset with 1.9M reactions from patents (1976-2016). Task: Predict the reactants needed to synthesize the given product. (1) Given the product [OH:44][CH2:43][CH2:42][O:45][C:37]([CH2:36][CH2:35][C:22]1([CH2:21][C:8]2([CH2:7][CH2:6][C:4]([O:3][CH2:48][CH2:47][OH:46])=[O:5])[C:20]3[CH:19]=[CH:18][CH:17]=[CH:16][C:15]=3[C:14]3[C:9]2=[CH:10][CH:11]=[CH:12][CH:13]=3)[C:23]2[CH:24]=[CH:25][CH:26]=[CH:27][C:28]=2[C:29]2[C:34]1=[CH:33][CH:32]=[CH:31][CH:30]=2)=[O:38], predict the reactants needed to synthesize it. The reactants are: C([O:3][C:4]([CH2:6][CH2:7][C:8]1([CH2:21][C:22]2([CH2:35][CH2:36][C:37](OCC)=[O:38])[C:34]3[CH:33]=[CH:32][CH:31]=[CH:30][C:29]=3[C:28]3[C:23]2=[CH:24][CH:25]=[CH:26][CH:27]=3)[C:20]2[CH:19]=[CH:18][CH:17]=[CH:16][C:15]=2[C:14]2[C:9]1=[CH:10][CH:11]=[CH:12][CH:13]=2)=[O:5])C.[CH2:42]([OH:45])[CH2:43][OH:44].[O-:46][CH2:47][CH3:48].[Na+].Cl. (2) The reactants are: [Cl:1][CH2:2][O:3][C:4](Cl)=[O:5].[CH3:7][CH2:8][CH:9]([OH:12])[CH2:10][CH3:11].N1C=CC=CC=1. Given the product [C:4](=[O:5])([O:12][CH:9]([CH2:10][CH3:11])[CH2:8][CH3:7])[O:3][CH2:2][Cl:1], predict the reactants needed to synthesize it. (3) Given the product [CH3:6][O:7][C:8](=[O:52])[NH:9][CH:10]([C:14]([N:16]1[CH2:20][CH2:19][CH2:18][CH:17]1[C:21]1[NH:22][C:23]([C:26]2[CH:35]=[CH:34][C:33]3[C:28](=[CH:29][CH:30]=[C:31]([C:36]4[CH:41]=[CH:40][C:39]([C:42]5[NH:43][C:44]([CH:47]6[CH2:51][CH2:50][CH2:49][N:48]6[C:59](=[O:60])[CH:58]([NH:57][C:55]([O:54][CH3:53])=[O:56])[C:62]6[CH:67]=[CH:66][CH:65]=[CH:64][C:63]=6[O:68][CH3:69])=[N:45][CH:46]=5)=[CH:38][CH:37]=4)[CH:32]=3)[CH:27]=2)=[CH:24][N:25]=1)=[O:15])[CH:11]([CH3:13])[CH3:12], predict the reactants needed to synthesize it. The reactants are: COC(=O)N.[CH3:6][O:7][C:8](=[O:52])[NH:9][CH:10]([C:14]([N:16]1[CH2:20][CH2:19][CH2:18][CH:17]1[C:21]1[NH:22][C:23]([C:26]2[CH:35]=[CH:34][C:33]3[C:28](=[CH:29][CH:30]=[C:31]([C:36]4[CH:41]=[CH:40][C:39]([C:42]5[NH:43][C:44]([CH:47]6[CH2:51][CH2:50][CH2:49][NH:48]6)=[N:45][CH:46]=5)=[CH:38][CH:37]=4)[CH:32]=3)[CH:27]=2)=[CH:24][N:25]=1)=[O:15])[CH:11]([CH3:13])[CH3:12].[CH3:53][O:54][C:55]([NH:57][C@@H:58]([C:62]1[CH:67]=[CH:66][CH:65]=[CH:64][C:63]=1[O:68][CH3:69])[C:59](O)=[O:60])=[O:56].[O-]P([O-])([O-])=O.[K+].[K+].[K+].CCOC(C(C#N)=NOC(N1CCOCC1)=[N+](C)C)=O.F[P-](F)(F)(F)(F)F. (4) Given the product [Cl:19][C:20]1[C:21]([O:55][CH3:56])=[CH:22][CH:23]=[C:24]2[C:29]=1[N:28]=[C:27]([N:30]1[CH:34]=[CH:33][C:32]([C:35]([F:36])([F:37])[F:38])=[N:31]1)[CH:26]=[C:25]2[O:39][C@@H:40]1[CH2:44][N:43]([C:6]([NH:8][C@:9]2([C:14]([O:16][CH2:17][CH3:18])=[O:15])[CH2:11][C@H:10]2[CH:12]=[CH2:13])=[O:7])[C@H:42]([C:45](=[O:46])[N:47]([CH2:49][CH2:50][CH2:51][CH2:52][CH:53]=[CH2:54])[CH3:48])[CH2:41]1, predict the reactants needed to synthesize it. The reactants are: N1([C:6]([NH:8][C@:9]2([C:14]([O:16][CH2:17][CH3:18])=[O:15])[CH2:11][C@H:10]2[CH:12]=[CH2:13])=[O:7])C=CN=C1.[Cl:19][C:20]1[C:21]([O:55][CH3:56])=[CH:22][CH:23]=[C:24]2[C:29]=1[N:28]=[C:27]([N:30]1[CH:34]=[CH:33][C:32]([C:35]([F:38])([F:37])[F:36])=[N:31]1)[CH:26]=[C:25]2[O:39][C@@H:40]1[CH2:44][NH:43][C@H:42]([C:45]([N:47]([CH2:49][CH2:50][CH2:51][CH2:52][CH:53]=[CH2:54])[CH3:48])=[O:46])[CH2:41]1.C(OC([C@@]1(NC(N2C[C@H](O)C[C@H]2C(=O)N(CCCCC=C)C)=O)C[C@@H]1C=C)=O)C.